From a dataset of Reaction yield outcomes from USPTO patents with 853,638 reactions. Predict the reaction yield, written as a fraction of the theoretical maximum amount of product (1.0 means a 100% yield; for example, 0.34 means a 34% yield). (1) The reactants are [F:1][C:2]([F:28])([F:27])[C:3]1[CH:8]=[CH:7][C:6]([S:9]([NH:12][C@@H:13]([C:15]2[S:19][C:18]([C:20](OC(C)(C)C)=[O:21])=[CH:17][CH:16]=2)[CH3:14])(=[O:11])=[O:10])=[CH:5][CH:4]=1.FC(F)(F)C(O)=O.CN(C([O:43][N:44]1N=NC2C=CC=NC1=2)=[N+](C)C)C.F[P-](F)(F)(F)(F)F.C(N(CC)CC)C.[Si](ON)(C(C)(C)C)(C)C.Cl.C([O-])(O)=O.[Na+]. The catalyst is C(Cl)Cl.CN(C)C=O.ClCCCl. The product is [OH:43][NH:44][C:20]([C:18]1[S:19][C:15]([C@H:13]([NH:12][S:9]([C:6]2[CH:7]=[CH:8][C:3]([C:2]([F:28])([F:27])[F:1])=[CH:4][CH:5]=2)(=[O:11])=[O:10])[CH3:14])=[CH:16][CH:17]=1)=[O:21]. The yield is 0.230. (2) The reactants are [Mg].BrCCBr.[F:6][C:7]1[C:16]2[C:11](=[CH:12][CH:13]=[CH:14][CH:15]=2)[CH:10]=[CH:9][CH:8]=1.[Li+].[Cl-].C([Cu])#N.[CH2:22](Br)[CH:23]=[CH2:24].[NH4+].[Cl-]. The catalyst is C1COCC1. The product is [CH2:24]([C:8]1[CH:9]=[CH:10][C:11]2[C:16](=[CH:15][CH:14]=[CH:13][CH:12]=2)[C:7]=1[F:6])[CH:23]=[CH2:22]. The yield is 0.440. (3) The reactants are [NH2:1][CH2:2][C:3]1[C:4]([F:22])=[C:5]([O:12][C:13]2[CH:14]=[C:15]([CH:18]=[C:19]([Cl:21])[CH:20]=2)[C:16]#[N:17])[C:6]([CH:9]([F:11])[F:10])=[CH:7][CH:8]=1.[Cl:23][C:24]1[N:25]=[CH:26][N:27](COCC[Si](C)(C)C)[C:28]=1[C:29](O)=[O:30].C(Cl)CCl.C1C=CC2N(O)N=NC=2C=1.C([O-])(O)=O.[Na+].C(O)(C(F)(F)F)=O. The product is [Cl:23][C:24]1[N:25]=[CH:26][NH:27][C:28]=1[C:29]([NH:1][CH2:2][C:3]1[CH:8]=[CH:7][C:6]([CH:9]([F:11])[F:10])=[C:5]([O:12][C:13]2[CH:14]=[C:15]([C:16]#[N:17])[CH:18]=[C:19]([Cl:21])[CH:20]=2)[C:4]=1[F:22])=[O:30]. The yield is 0.300. The catalyst is CN(C=O)C.ClCCl.C(OCC)(=O)C.